This data is from Full USPTO retrosynthesis dataset with 1.9M reactions from patents (1976-2016). The task is: Predict the reactants needed to synthesize the given product. (1) Given the product [NH2:23][C:22]1[N:18]([C:14]2[CH:13]=[C:12]([CH:17]=[CH:16][CH:15]=2)[O:11][C@H:10]([CH3:28])[CH2:9][OH:8])[N:19]=[C:20]([C:24]([CH3:25])([CH3:27])[CH3:26])[CH:21]=1, predict the reactants needed to synthesize it. The reactants are: C([O:8][CH2:9][C@@H:10]([CH3:28])[O:11][C:12]1[CH:13]=[C:14]([N:18]2[C:22]([NH2:23])=[CH:21][C:20]([C:24]([CH3:27])([CH3:26])[CH3:25])=[N:19]2)[CH:15]=[CH:16][CH:17]=1)C1C=CC=CC=1.O.C([O-])=O.[NH4+]. (2) Given the product [Cl:33][C:30]1[CH:31]=[CH:32][C:27]([C:24]2[O:23][C:22]([C:17]3[CH:16]=[C:15]4[C:20]([CH:21]=[C:13]([C:9]5[C:8]([CH3:34])=[CH:7][C:6]([CH2:5][C:4]([CH3:35])([CH3:36])[C:3]([OH:37])=[O:2])=[CH:11][C:10]=5[CH3:12])[NH:14]4)=[CH:19][CH:18]=3)=[N:26][N:25]=2)=[CH:28][CH:29]=1, predict the reactants needed to synthesize it. The reactants are: C[O:2][C:3](=[O:37])[C:4]([CH3:36])([CH3:35])[CH2:5][C:6]1[CH:11]=[C:10]([CH3:12])[C:9]([C:13]2[NH:14][C:15]3[C:20]([CH:21]=2)=[CH:19][CH:18]=[C:17]([C:22]2[O:23][C:24]([C:27]4[CH:32]=[CH:31][C:30]([Cl:33])=[CH:29][CH:28]=4)=[N:25][N:26]=2)[CH:16]=3)=[C:8]([CH3:34])[CH:7]=1.[OH-].[Na+].C1COCC1.Cl. (3) Given the product [NH2:25][C:22]1[CH:23]=[CH:24][C:2]([CH3:1])=[C:3]([CH:21]=1)[NH:4][C:5]1[C:14]2[C:9](=[CH:10][C:11]([O:17][CH3:18])=[C:12]([O:15][CH3:16])[CH:13]=2)[N:8]=[CH:7][N:6]=1, predict the reactants needed to synthesize it. The reactants are: [CH3:1][C:2]1[CH:24]=[CH:23][C:22]([N+:25]([O-])=O)=[CH:21][C:3]=1[NH:4][C:5]1[C:14]2[C:9](=[C:10](OC)[C:11]([O:17][CH3:18])=[C:12]([O:15][CH3:16])[CH:13]=2)[N:8]=[CH:7][N:6]=1.C(O)C.C(O)(=O)C.C(=O)([O-])[O-].[Na+].[Na+]. (4) The reactants are: N[C:2]1[CH:3]=[N:4][C:5]2[C:10]([CH:11]=1)=[CH:9][C:8]([CH3:12])=[CH:7][CH:6]=2.N([O-])=[O:14].[Na+].[OH-].[Na+]. Given the product [OH:14][C:2]1[CH:3]=[N:4][C:5]2[C:10]([CH:11]=1)=[CH:9][C:8]([CH3:12])=[CH:7][CH:6]=2, predict the reactants needed to synthesize it. (5) Given the product [CH2:17]([O:8][C:4]1[CH:5]=[CH:6][CH:7]=[C:2]([Br:1])[CH:3]=1)[CH:16]=[CH2:15], predict the reactants needed to synthesize it. The reactants are: [Br:1][C:2]1[CH:3]=[C:4]([OH:8])[CH:5]=[CH:6][CH:7]=1.C([O-])([O-])=O.[K+].[K+].[CH2:15](I)[CH:16]=[CH2:17]. (6) Given the product [F:23][CH:2]([F:1])[O:3][C:4]1[CH:9]=[CH:8][C:7]([C:10]2[CH:11]=[C:12]3[C:16](=[CH:17][CH:18]=2)[C:15](=[O:19])[O:14][CH2:13]3)=[C:6]([O:20][CH2:31][C:32]2([CH2:36][OH:37])[CH2:35][O:34][CH2:33]2)[C:5]=1[O:21][CH3:22], predict the reactants needed to synthesize it. The reactants are: [F:1][CH:2]([F:23])[O:3][C:4]1[CH:9]=[CH:8][C:7]([C:10]2[CH:11]=[C:12]3[C:16](=[CH:17][CH:18]=2)[C:15](=[O:19])[O:14][CH2:13]3)=[C:6]([OH:20])[C:5]=1[O:21][CH3:22].C(=O)([O-])[O-].[K+].[K+].Br[CH2:31][C:32]1([CH2:36][OH:37])[CH2:35][O:34][CH2:33]1.